From a dataset of Reaction yield outcomes from USPTO patents with 853,638 reactions. Predict the reaction yield, written as a fraction of the theoretical maximum amount of product (1.0 means a 100% yield; for example, 0.34 means a 34% yield). (1) The reactants are [Cl:1][C:2]1[CH:3]=[C:4]([CH:6]=[CH:7][C:8]=1[Cl:9])[NH2:5].[OH-].[Na+].[CH3:12][C:13]([CH3:18])([CH3:17])[C:14](Cl)=[O:15]. The catalyst is CC(OC)(C)C. The product is [Cl:1][C:2]1[CH:3]=[C:4]([NH:5][C:14](=[O:15])[C:13]([CH3:18])([CH3:17])[CH3:12])[CH:6]=[CH:7][C:8]=1[Cl:9]. The yield is 0.860. (2) The reactants are [OH:1][C:2]1[CH:3]=[C:4]([S:8]([NH2:11])(=[O:10])=[O:9])[CH:5]=[CH:6][CH:7]=1.C1CCN2C(=NCCC2)CC1.[Cl:23][C:24]1[CH:25]=[C:26]([NH:34][C:35](OC2C=CC=CC=2)=[O:36])[C:27](=[CH:32][CH:33]=1)[C:28]([O:30][CH3:31])=[O:29].Cl. The catalyst is O1CCCC1.O. The product is [Cl:23][C:24]1[CH:33]=[CH:32][C:27]([C:28]([O:30][CH3:31])=[O:29])=[C:26]([NH:34][C:35]([NH:11][S:8]([C:4]2[CH:5]=[CH:6][CH:7]=[C:2]([OH:1])[CH:3]=2)(=[O:9])=[O:10])=[O:36])[CH:25]=1. The yield is 0.590. (3) The reactants are Br[C:2]1[CH:3]=[C:4]([O:8][CH2:9][C:10]#[N:11])[CH:5]=[N:6][CH:7]=1.CC1(C)C(C)(C)OB([C:20]2[CH:32]=[CH:31][C:23]3[N:24]=[C:25]([NH:27][C:28](=[O:30])[CH3:29])[S:26][C:22]=3[CH:21]=2)O1.C1COCC1.C(=O)([O-])[O-].[Na+].[Na+]. The catalyst is C1C=CC([P]([Pd]([P](C2C=CC=CC=2)(C2C=CC=CC=2)C2C=CC=CC=2)([P](C2C=CC=CC=2)(C2C=CC=CC=2)C2C=CC=CC=2)[P](C2C=CC=CC=2)(C2C=CC=CC=2)C2C=CC=CC=2)(C2C=CC=CC=2)C2C=CC=CC=2)=CC=1.O. The product is [C:10]([CH2:9][O:8][C:4]1[CH:3]=[C:2]([C:20]2[CH:32]=[CH:31][C:23]3[N:24]=[C:25]([NH:27][C:28](=[O:30])[CH3:29])[S:26][C:22]=3[CH:21]=2)[CH:7]=[N:6][CH:5]=1)#[N:11]. The yield is 0.0730. (4) The reactants are [NH2:1][CH2:2][C:3]1[CH:11]=[CH:10][C:6]([C:7]([OH:9])=[O:8])=[CH:5][CH:4]=1.[OH-].[Na+].[CH3:14][S:15](Cl)(=[O:17])=[O:16]. The catalyst is C1COCC1. The product is [CH3:14][S:15]([NH:1][CH2:2][C:3]1[CH:4]=[CH:5][C:6]([C:7]([OH:9])=[O:8])=[CH:10][CH:11]=1)(=[O:17])=[O:16]. The yield is 0.328. (5) The reactants are [CH3:1][O:2][C:3]1[CH:11]=[CH:10][C:6]([C:7](Cl)=[O:8])=[CH:5][C:4]=1[C:12]([F:15])([F:14])[F:13].[OH-].[Na+].Cl.[NH:19]1[CH2:24][CH2:23][C:22](O)([OH:25])[CH2:21][CH2:20]1. The catalyst is C1(C)C=CC=CC=1. The product is [CH3:1][O:2][C:3]1[CH:11]=[CH:10][C:6]([C:7]([N:19]2[CH2:24][CH2:23][C:22](=[O:25])[CH2:21][CH2:20]2)=[O:8])=[CH:5][C:4]=1[C:12]([F:15])([F:14])[F:13]. The yield is 0.910. (6) The reactants are [CH2:1]([O:8][C:9]1[CH:14]=[CH:13][C:12]([CH:15]2[C:23]3[C:18](=[CH:19][CH:20]=[CH:21][CH:22]=3)[N:17]([CH:24]([C:31]3[CH:36]=[CH:35][CH:34]=[CH:33][CH:32]=3)[C:25]3[CH:30]=[CH:29][CH:28]=[CH:27][CH:26]=3)[C:16]2=[O:37])=[C:11]([OH:38])[CH:10]=1)[C:2]1[CH:7]=[CH:6][CH:5]=[CH:4][CH:3]=1.Cl[CH2:40]I.C(=O)([O-])[O-].[Cs+].[Cs+]. The catalyst is O1CCCC1. The product is [CH:24]([N:17]1[C:18]2[C:23](=[CH:22][CH:21]=[CH:20][CH:19]=2)[C:15]2([C:12]3[CH:13]=[CH:14][C:9]([O:8][CH2:1][C:2]4[CH:3]=[CH:4][CH:5]=[CH:6][CH:7]=4)=[CH:10][C:11]=3[O:38][CH2:40]2)[C:16]1=[O:37])([C:25]1[CH:26]=[CH:27][CH:28]=[CH:29][CH:30]=1)[C:31]1[CH:32]=[CH:33][CH:34]=[CH:35][CH:36]=1. The yield is 0.550. (7) The reactants are C([O:3][C:4]([CH:6]1[CH2:11][CH2:10][CH2:9][N:8]([C:12](=[O:20])[C:13]2[CH:18]=[CH:17][C:16]([F:19])=[CH:15][CH:14]=2)[CH2:7]1)=[O:5])C.Cl.C(Cl)Cl. The catalyst is CCO.[OH-].[Na+]. The product is [F:19][C:16]1[CH:15]=[CH:14][C:13]([C:12]([N:8]2[CH2:9][CH2:10][CH2:11][CH:6]([C:4]([OH:5])=[O:3])[CH2:7]2)=[O:20])=[CH:18][CH:17]=1. The yield is 1.00. (8) The reactants are C[O:2][C:3]([C:5]1[S:9][C:8]([N:10]2[C:14]3[CH:15]=[C:16]([O:21][CH3:22])[C:17]([O:19][CH3:20])=[CH:18][C:13]=3[N:12]=[CH:11]2)=[N:7][C:6]=1Br)=[O:4].[C:24]1(B(O)O)[C:33]2[C:28](=[CH:29][CH:30]=[CH:31][CH:32]=2)[CH:27]=[CH:26][CH:25]=1. No catalyst specified. The product is [CH3:20][O:19][C:17]1[C:16]([O:21][CH3:22])=[CH:15][C:14]2[N:10]([C:8]3[S:9][C:5]([C:3]([OH:2])=[O:4])=[C:6]([C:32]4[C:33]5[C:28](=[CH:27][CH:26]=[CH:25][CH:24]=5)[CH:29]=[CH:30][CH:31]=4)[N:7]=3)[CH:11]=[N:12][C:13]=2[CH:18]=1. The yield is 0.370.